Predict the product of the given reaction. From a dataset of Forward reaction prediction with 1.9M reactions from USPTO patents (1976-2016). (1) Given the reactants [OH:1][CH2:2][C:3]([NH:6][C:7]([C:9]1[C:10]([C:22]2[S:26][C:25]3[CH:27]=[CH:28][C:29]([CH3:31])=[CH:30][C:24]=3[CH:23]=2)=[N:11][N:12](COCC[Si](C)(C)C)[CH:13]=1)=[O:8])([CH3:5])[CH3:4].FC(F)(F)C(O)=O.CO.[OH-].[NH4+], predict the reaction product. The product is: [OH:1][CH2:2][C:3]([NH:6][C:7]([C:9]1[C:10]([C:22]2[S:26][C:25]3[CH:27]=[CH:28][C:29]([CH3:31])=[CH:30][C:24]=3[CH:23]=2)=[N:11][NH:12][CH:13]=1)=[O:8])([CH3:5])[CH3:4]. (2) Given the reactants [F:1][C:2]1[C:3]([C:8]2[N:9]([CH2:13][C:14]3[N:19]=[CH:18][N:17]4[N:20]=[C:21]([OH:23])[N:22]=[C:16]4[C:15]=3[CH2:24][CH2:25][CH3:26])[CH:10]=[CH:11][N:12]=2)=[N:4][CH:5]=[CH:6][CH:7]=1.C(=O)([O-])[O-].[K+].[K+].I[CH:34]([CH3:36])[CH3:35].O, predict the reaction product. The product is: [F:1][C:2]1[C:3]([C:8]2[N:9]([CH2:13][C:14]3[N:19]=[CH:18][N:17]4[N:20]=[C:21]([O:23][CH:34]([CH3:36])[CH3:35])[N:22]=[C:16]4[C:15]=3[CH2:24][CH2:25][CH3:26])[CH:10]=[CH:11][N:12]=2)=[N:4][CH:5]=[CH:6][CH:7]=1. (3) Given the reactants [F:1][C:2]([F:18])([F:17])[C:3]1[N:7]=[C:6]([C:8]2[C:9]3[CH2:16][CH2:15][CH2:14][C:10]=3[S:11][C:12]=2[NH2:13])[O:5][N:4]=1.[C:19]12[C:27](=[O:28])[O:26][C:24](=[O:25])[C:20]=1[CH2:21][CH2:22][CH2:23]2, predict the reaction product. The product is: [F:18][C:2]([F:17])([F:1])[C:3]1[N:7]=[C:6]([C:8]2[C:9]3[CH2:16][CH2:15][CH2:14][C:10]=3[S:11][C:12]=2[NH:13][C:27]([C:19]2[CH2:23][CH2:22][CH2:21][C:20]=2[C:24]([OH:26])=[O:25])=[O:28])[O:5][N:4]=1. (4) Given the reactants [Br:1][C:2]1[CH:3]=[C:4]2[C:9](=[C:10]([N+:12]([O-])=O)[CH:11]=1)[N:8]=[CH:7][CH:6]=[CH:5]2.[OH-].[Na+], predict the reaction product. The product is: [Br:1][C:2]1[CH:3]=[C:4]2[C:9](=[C:10]([NH2:12])[CH:11]=1)[N:8]=[CH:7][CH:6]=[CH:5]2. (5) Given the reactants [CH3:1][O:2][CH:3]([O:24][CH3:25])[CH2:4][N:5]1[C:13]2[C:8](=[CH:9][C:10]([O:14][C:15]3[CH:20]=[CH:19][C:18]([F:21])=[CH:17][C:16]=3[CH2:22][NH2:23])=[CH:11][CH:12]=2)[CH:7]=[N:6]1.[C:26]([C:30]1[CH:34]=[C:33]([NH:35][C:36](=O)[O:37]CC(Cl)(Cl)Cl)[N:32]([C:44]2[CH:49]=[CH:48][C:47]([CH3:50])=[CH:46][CH:45]=2)[N:31]=1)([CH3:29])([CH3:28])[CH3:27].C(N(CC)C(C)C)(C)C, predict the reaction product. The product is: [C:26]([C:30]1[CH:34]=[C:33]([NH:35][C:36]([NH:23][CH2:22][C:16]2[CH:17]=[C:18]([F:21])[CH:19]=[CH:20][C:15]=2[O:14][C:10]2[CH:9]=[C:8]3[C:13](=[CH:12][CH:11]=2)[N:5]([CH2:4][CH:3]([O:2][CH3:1])[O:24][CH3:25])[N:6]=[CH:7]3)=[O:37])[N:32]([C:44]2[CH:49]=[CH:48][C:47]([CH3:50])=[CH:46][CH:45]=2)[N:31]=1)([CH3:29])([CH3:28])[CH3:27]. (6) Given the reactants Cl[C:2]1[CH:10]=[CH:9][C:5]([C:6](O)=O)=[CH:4][C:3]=1[N+:11]([O-])=O.[OH-:14].[Na+].[OH2:16].[S-2:17].[Na+].[Na+].[CH:20](O)=O, predict the reaction product. The product is: [S:17]1[C:2]2[CH:10]=[CH:9][C:5]([C:6]([OH:16])=[O:14])=[CH:4][C:3]=2[N:11]=[CH:20]1. (7) The product is: [C:23]1([C:29]2[CH:47]=[C:31]([C:41]3[CH:46]=[CH:45][CH:44]=[CH:43][CH:42]=3)[CH:32]=[C:33]([C:35]3[CH:40]=[CH:39][CH:38]=[CH:37][CH:36]=3)[C:34]=2[C:14]2[CH:15]=[CH:16][C:11]([C:1]3[CH:6]=[CH:5][CH:4]=[CH:3][CH:2]=3)=[CH:12][CH:13]=2)[CH:28]=[CH:27][CH:26]=[CH:25][CH:24]=1. Given the reactants [C:1]1([C:11]2[CH:16]=[CH:15][CH:14]=[CH:13][CH:12]=2)[CH:6]=[CH:5][C:4](CC([O-])=O)=[CH:3][CH:2]=1.[Na+].F[B-](F)(F)F.[C:23]1([C:29]2[CH:34]=[C:33]([C:35]3[CH:40]=[CH:39][CH:38]=[CH:37][CH:36]=3)[CH:32]=[C:31]([C:41]3[CH:46]=[CH:45][CH:44]=[CH:43][CH:42]=3)[O+]=2)[CH:28]=[CH:27][CH:26]=[CH:25][CH:24]=1.[C:47](OC(=O)C)(=O)C, predict the reaction product. (8) Given the reactants [Li+].[OH-:2].C[O:4][C:5]([C@H:7]1[CH2:12][CH2:11][C@H:10]([CH2:13][N:14]2[C:20](=[O:21])[CH2:19][C:18]3[CH:22]=[CH:23][CH:24]=[CH:25][C:17]=3[N:16]([CH3:26])[C:15]2=[O:27])[CH2:9][CH2:8]1)=[O:6], predict the reaction product. The product is: [C:15]([N:16]([CH3:26])[C:17]1[CH:25]=[CH:24][CH:23]=[CH:22][C:18]=1[CH2:19][C:20]([NH:14][CH2:13][C@H:10]1[CH2:11][CH2:12][C@H:7]([C:5]([OH:4])=[O:6])[CH2:8][CH2:9]1)=[O:21])([OH:27])=[O:2]. (9) Given the reactants [CH3:1][N:2]1[C:6](=[O:7])[N:5](COCC[Si](C)(C)C)[C:4]([C:16]2[CH:21]=[CH:20][C:19]([C:22]3[N:27]4[CH:28]=[C:29]([CH2:31][CH2:32][C:33]5[CH:42]=[CH:41][C:40]6[C:35](=[CH:36][CH:37]=[CH:38][CH:39]=6)[N:34]=5)[N:30]=[C:26]4[C:25]([N:43]4[CH2:48][CH2:47][O:46][CH2:45][CH2:44]4)=[N:24][CH:23]=3)=[CH:18][CH:17]=2)=[N:3]1.C(O)(C(F)(F)F)=O, predict the reaction product. The product is: [CH3:1][N:2]1[C:6](=[O:7])[NH:5][C:4]([C:16]2[CH:17]=[CH:18][C:19]([C:22]3[N:27]4[CH:28]=[C:29]([CH2:31][CH2:32][C:33]5[CH:42]=[CH:41][C:40]6[C:35](=[CH:36][CH:37]=[CH:38][CH:39]=6)[N:34]=5)[N:30]=[C:26]4[C:25]([N:43]4[CH2:44][CH2:45][O:46][CH2:47][CH2:48]4)=[N:24][CH:23]=3)=[CH:20][CH:21]=2)=[N:3]1.